Dataset: Catalyst prediction with 721,799 reactions and 888 catalyst types from USPTO. Task: Predict which catalyst facilitates the given reaction. (1) Reactant: [Br:1][C:2]1[CH:10]=[CH:9][C:8]([S:11]([CH:14]([CH3:16])[CH3:15])(=[O:13])=[O:12])=[CH:7][C:3]=1[C:4](O)=[O:5].C[N:18](C(ON1N=NC2C=CC=NC1=2)=[N+](C)C)C.F[P-](F)(F)(F)(F)F.C(N(C(C)C)CC)(C)C. Product: [Br:1][C:2]1[CH:10]=[CH:9][C:8]([S:11]([CH:14]([CH3:16])[CH3:15])(=[O:13])=[O:12])=[CH:7][C:3]=1[C:4]([NH2:18])=[O:5]. The catalyst class is: 3. (2) Reactant: C([SiH](CC)CC)C.[Br:8][C:9]1[C:17]([O:18][C:19]2[CH:24]=[CH:23][C:22]([O:25][CH3:26])=[C:21]([CH:27]([CH3:29])[CH3:28])[CH:20]=2)=[C:16]([Br:30])[CH:15]=[C:14]2[C:10]=1[CH2:11][CH2:12][C:13]2([CH2:32][C:33]([O:35][CH2:36][CH3:37])=[O:34])O. Product: [CH2:36]([O:35][C:33](=[O:34])[CH2:32][CH:13]1[C:14]2[C:10](=[C:9]([Br:8])[C:17]([O:18][C:19]3[CH:24]=[CH:23][C:22]([O:25][CH3:26])=[C:21]([CH:27]([CH3:28])[CH3:29])[CH:20]=3)=[C:16]([Br:30])[CH:15]=2)[CH2:11][CH2:12]1)[CH3:37]. The catalyst class is: 55. (3) Reactant: [Br:1][C:2]1[S:14][C:5]2=[N:6][C:7]([Cl:13])=[C:8]([C:10](=[O:12])[CH3:11])[CH:9]=[C:4]2[CH:3]=1. Product: [Br:1][C:2]1[S:14][C:5]2=[N:6][C:7]([Cl:13])=[C:8]([C@H:10]([OH:12])[CH3:11])[CH:9]=[C:4]2[CH:3]=1. The catalyst class is: 1. (4) Reactant: CO.[N+:3]([C:6]1[CH:30]=[CH:29][C:9]([C:10]([NH:12][C:13]2[CH:21]=[C:20]([O:22][C:23]3[CH:28]=[CH:27][CH:26]=[CH:25][CH:24]=3)[CH:19]=[CH:18][C:14]=2[C:15]([OH:17])=[O:16])=[O:11])=[CH:8][CH:7]=1)([O-])=O. Product: [NH2:3][C:6]1[CH:7]=[CH:8][C:9]([C:10]([NH:12][C:13]2[CH:21]=[C:20]([O:22][C:23]3[CH:28]=[CH:27][CH:26]=[CH:25][CH:24]=3)[CH:19]=[CH:18][C:14]=2[C:15]([OH:17])=[O:16])=[O:11])=[CH:29][CH:30]=1. The catalyst class is: 849. (5) Reactant: C([O:8][C:9]1[CH:14]=[CH:13][C:12]([C:15]2[CH:20]=[CH:19][N:18]=[C:17]([CH3:21])[CH:16]=2)=[CH:11][C:10]=1[N+:22]([O-])=O)C1C=CC=CC=1. Product: [NH2:22][C:10]1[CH:11]=[C:12]([C:15]2[CH:20]=[CH:19][N:18]=[C:17]([CH3:21])[CH:16]=2)[CH:13]=[CH:14][C:9]=1[OH:8]. The catalyst class is: 99. (6) Product: [I-:1].[C:20]([CH:6]1[CH2:11][CH2:10][N:9]([C:12]([O:14][C:15]([CH3:18])([CH3:17])[CH3:16])=[O:13])[CH2:8][CH:7]1[OH:19])(=[NH:25])[NH2:24]. The catalyst class is: 5. Reactant: [I-:1].N[S+]([CH:6]1[CH2:11][CH2:10][N:9]([C:12]([O:14][C:15]([CH3:18])([CH3:17])[CH3:16])=[O:13])[CH2:8][CH:7]1[OH:19])(=C)C.[C:20](=O)([O-])[O-].[NH4+:24].[NH4+:25]. (7) Reactant: [C:1]([O:5][C:6]([N:8]1[CH2:13][CH2:12][CH:11]([CH2:14]Br)[CH2:10][CH2:9]1)=[O:7])([CH3:4])([CH3:3])[CH3:2].[Br:16][C:17]1[CH:22]=[CH:21][C:20]([SH:23])=[CH:19][CH:18]=1.C(=O)([O-])[O-].[Cs+].[Cs+]. Product: [C:1]([O:5][C:6]([N:8]1[CH2:9][CH2:10][CH:11]([CH2:14][S:23][C:20]2[CH:21]=[CH:22][C:17]([Br:16])=[CH:18][CH:19]=2)[CH2:12][CH2:13]1)=[O:7])([CH3:2])([CH3:3])[CH3:4]. The catalyst class is: 21. (8) Reactant: [Cl:1][C:2]1[C:7]2[CH:8]3[N:13]([CH:14]([CH:16]([CH3:18])[CH3:17])[CH2:15][C:6]=2[CH:5]=[C:4]([O:25][CH2:26][CH2:27][O:28][CH3:29])[CH:3]=1)[CH:12]=[C:11]([C:19]([O:21]CC)=[O:20])[C:10](=[O:24])[CH2:9]3.C1(Cl)C(=O)C(Cl)=C(Cl)C(=O)C=1Cl. The catalyst class is: 57. Product: [Cl:1][C:2]1[C:7]2[C:8]3[N:13]([CH:14]([CH:16]([CH3:18])[CH3:17])[CH2:15][C:6]=2[CH:5]=[C:4]([O:25][CH2:26][CH2:27][O:28][CH3:29])[CH:3]=1)[CH:12]=[C:11]([C:19]([OH:21])=[O:20])[C:10](=[O:24])[CH:9]=3.